From a dataset of Full USPTO retrosynthesis dataset with 1.9M reactions from patents (1976-2016). Predict the reactants needed to synthesize the given product. (1) Given the product [CH:43]1[C:44]2[C:48]3[CH:49]=[CH:50][CH:51]=[CH:52][C:47]=3[S:46][C:45]=2[C:40]([C:36]2[CH:35]=[C:34]([C:30]3[CH:31]=[CH:32][CH:33]=[C:28]([N:12]4[C:13]5[CH:1]=[CH:2][C:3]([N:14]6[C:22]7[C:17](=[CH:18][CH:19]=[CH:20][CH:21]=7)[C:16]7[CH:23]=[CH:24][CH:25]=[N:26][C:15]6=7)=[CH:4][C:5]=5[C:6]5[C:11]4=[CH:10][CH:9]=[CH:8][CH:7]=5)[CH:29]=3)[CH:39]=[CH:38][CH:37]=2)=[CH:41][CH:42]=1, predict the reactants needed to synthesize it. The reactants are: [CH:1]1[C:13]2[NH:12][C:11]3[C:6](=[CH:7][CH:8]=[CH:9][CH:10]=3)[C:5]=2[CH:4]=[C:3]([N:14]2[C:22]3[C:17](=[CH:18][CH:19]=[CH:20][CH:21]=3)[C:16]3[CH:23]=[CH:24][CH:25]=[N:26][C:15]2=3)[CH:2]=1.Br[C:28]1[CH:29]=[C:30]([C:34]2[CH:39]=[CH:38][CH:37]=[C:36]([C:40]3[C:45]4[S:46][C:47]5[CH:52]=[CH:51][CH:50]=[CH:49][C:48]=5[C:44]=4[CH:43]=[CH:42][CH:41]=3)[CH:35]=2)[CH:31]=[CH:32][CH:33]=1.CC(C)([O-])C.[Na+]. (2) The reactants are: [OH-].[Na+].[Cl:3][C:4]1[CH:5]=[C:6]([C:14]2[O:18][N:17]=[C:16]([C:19]3[CH:24]=[N:23][CH:22]=[C:21]4[N:25]([CH2:28][CH2:29][CH2:30][C:31]([O:33]CC)=[O:32])[CH:26]=[CH:27][C:20]=34)[N:15]=2)[CH:7]=[CH:8][C:9]=1[O:10][CH:11]([CH3:13])[CH3:12]. Given the product [Cl:3][C:4]1[CH:5]=[C:6]([C:14]2[O:18][N:17]=[C:16]([C:19]3[CH:24]=[N:23][CH:22]=[C:21]4[N:25]([CH2:28][CH2:29][CH2:30][C:31]([OH:33])=[O:32])[CH:26]=[CH:27][C:20]=34)[N:15]=2)[CH:7]=[CH:8][C:9]=1[O:10][CH:11]([CH3:13])[CH3:12], predict the reactants needed to synthesize it.